From a dataset of Peptide-MHC class I binding affinity with 185,985 pairs from IEDB/IMGT. Regression. Given a peptide amino acid sequence and an MHC pseudo amino acid sequence, predict their binding affinity value. This is MHC class I binding data. (1) The peptide sequence is TVFYNIPPM. The MHC is BoLA-JSP.1 with pseudo-sequence BoLA-JSP.1. The binding affinity (normalized) is 0.0641. (2) The peptide sequence is FTFKRTSGSSV. The MHC is HLA-A02:01 with pseudo-sequence HLA-A02:01. The binding affinity (normalized) is 0.368.